This data is from Catalyst prediction with 721,799 reactions and 888 catalyst types from USPTO. The task is: Predict which catalyst facilitates the given reaction. (1) Reactant: [F:1][C:2]1[C:7]([C:8]2[CH:13]=[CH:12][CH:11]=[C:10]([CH2:14][N:15]3[CH2:20][CH2:19][N:18]([CH3:21])[CH2:17][CH2:16]3)[CH:9]=2)=[CH:6][C:5]([CH2:22][N:23]([CH3:36])[C:24]([C:26]2[CH:27]=[C:28]([CH:33]=[CH:34][CH:35]=2)[C:29]([O:31]C)=[O:30])=[O:25])=[CH:4][CH:3]=1.O[Li].O.Cl. Product: [F:1][C:2]1[C:7]([C:8]2[CH:13]=[CH:12][CH:11]=[C:10]([CH2:14][N:15]3[CH2:20][CH2:19][N:18]([CH3:21])[CH2:17][CH2:16]3)[CH:9]=2)=[CH:6][C:5]([CH2:22][N:23]([CH3:36])[C:24]([C:26]2[CH:27]=[C:28]([CH:33]=[CH:34][CH:35]=2)[C:29]([OH:31])=[O:30])=[O:25])=[CH:4][CH:3]=1. The catalyst class is: 24. (2) Reactant: [O:1]1[CH:5]=[C:4]([C:6]([OH:8])=O)[N:3]=[CH:2]1.CN(C(ON1N=NC2C=CC=CC1=2)=[N+](C)C)C.F[P-](F)(F)(F)(F)F.[CH:33]1[C:41]2[N:40]3[C:42]([C@@H:45]4[C@H:49]([CH3:50])[CH2:48][C@H:47]([NH:51][CH3:52])[CH2:46]4)=[CH:43][N:44]=[C:39]3[CH:38]=[N:37][C:36]=2[NH:35][CH:34]=1. Product: [CH:33]1[C:41]2[N:40]3[C:42]([C@@H:45]4[C@H:49]([CH3:50])[CH2:48][C@H:47]([N:51]([CH3:52])[C:6]([C:4]5[N:3]=[CH:2][O:1][CH:5]=5)=[O:8])[CH2:46]4)=[CH:43][N:44]=[C:39]3[CH:38]=[N:37][C:36]=2[NH:35][CH:34]=1. The catalyst class is: 3. (3) The catalyst class is: 105. Reactant: [CH3:1][C:2]1([CH3:38])[C:15]2[C:14]3[CH:13]=[CH:12][CH:11]=[CH:10][C:9]=3[NH:8][C:7]=2[C:6]([C:16]([O:18][CH:19]([CH3:21])[CH3:20])=[O:17])=[CH:5][N:4]([C:22]([C:24]2[CH:29]=[CH:28][CH:27]=[C:26]([O:30]CC3C=CC=CC=3)[CH:25]=2)=[O:23])[CH2:3]1. Product: [CH3:21][CH:19]([O:18][C:16]([C:6]1[C:7]2[NH:8][C:9]3[CH:10]=[CH:11][CH:12]=[CH:13][C:14]=3[C:15]=2[C:2]([CH3:38])([CH3:1])[CH2:3][N:4]([C:22]([C:24]2[CH:29]=[CH:28][CH:27]=[C:26]([OH:30])[CH:25]=2)=[O:23])[CH:5]=1)=[O:17])[CH3:20].